This data is from Full USPTO retrosynthesis dataset with 1.9M reactions from patents (1976-2016). The task is: Predict the reactants needed to synthesize the given product. (1) Given the product [Cl:1][C:2]1[CH:3]=[CH:4][C:5]([O:6][C:7]2[CH:12]=[CH:11][C:10]([N:13]3[CH:17]=[C:16]([C:18]4[CH:39]=[CH:38][C:21]([O:22][CH2:23][CH2:24][N:26]5[CH2:27][CH2:28][N:29]([C:32]6[CH:37]=[CH:36][N:35]=[CH:34][CH:33]=6)[CH2:30][CH2:31]5)=[CH:20][CH:19]=4)[N:15]=[C:14]3[CH2:40][CH:41]([CH3:42])[CH3:43])=[CH:9][CH:8]=2)=[CH:44][CH:45]=1, predict the reactants needed to synthesize it. The reactants are: [Cl:1][C:2]1[CH:45]=[CH:44][C:5]([O:6][C:7]2[CH:12]=[CH:11][C:10]([N:13]3[CH:17]=[C:16]([C:18]4[CH:39]=[CH:38][C:21]([O:22][CH2:23][C:24]([N:26]5[CH2:31][CH2:30][N:29]([C:32]6[CH:37]=[CH:36][N:35]=[CH:34][CH:33]=6)[CH2:28][CH2:27]5)=O)=[CH:20][CH:19]=4)[N:15]=[C:14]3[CH2:40][CH:41]([CH3:43])[CH3:42])=[CH:9][CH:8]=2)=[CH:4][CH:3]=1.B.C1COCC1. (2) Given the product [CH3:19][C:6]1[N:7]([C:8]2[S:9][CH:10]=[CH:11][N:12]=2)[C:2](=[O:1])[CH:3]=[CH:4][C:5]=1[C:13]([OH:15])=[O:14], predict the reactants needed to synthesize it. The reactants are: [O:1]=[C:2]1[N:7]([C:8]2[S:9][CH:10]=[CH:11][N:12]=2)[CH:6]=[C:5]([C:13]([O:15]C)=[O:14])[CH:4]=[CH:3]1.[OH-].[Li+].[CH3:19]O. (3) Given the product [CH2:1]([O:3][C:4]([C:6]1[C:7]([CH3:16])=[C:8]2[N:13]([CH:14]=1)[N:12]=[CH:11][N:10]=[C:9]2[Cl:19])=[O:5])[CH3:2], predict the reactants needed to synthesize it. The reactants are: [CH2:1]([O:3][C:4]([C:6]1[C:7]([CH3:16])=[C:8]2[N:13]([CH:14]=1)[N:12]=[CH:11][N:10]=[C:9]2O)=[O:5])[CH3:2].P(Cl)(Cl)([Cl:19])=O.C(N(C(C)C)CC)(C)C.